The task is: Predict the product of the given reaction.. This data is from Forward reaction prediction with 1.9M reactions from USPTO patents (1976-2016). (1) Given the reactants [Cl:1][C:2]1[CH:10]=[CH:9][CH:8]=[C:7]2[C:3]=1[C:4]([C:11](=[O:16])[C:12]([F:15])([F:14])[F:13])=[CH:5][NH:6]2.I[CH:18]1[CH2:21][N:20]([C:22]([O:24][C:25]([CH3:28])([CH3:27])[CH3:26])=[O:23])[CH2:19]1.C(=O)([O-])[O-].[K+].[K+], predict the reaction product. The product is: [Cl:1][C:2]1[CH:10]=[CH:9][CH:8]=[C:7]2[C:3]=1[C:4]([C:11](=[O:16])[C:12]([F:14])([F:15])[F:13])=[CH:5][N:6]2[CH:18]1[CH2:19][N:20]([C:22]([O:24][C:25]([CH3:28])([CH3:27])[CH3:26])=[O:23])[CH2:21]1. (2) Given the reactants CCN(C(C)C)C(C)C.[Cl:10][C:11]1[C:12]([N:24]2[CH2:29][CH2:28][CH:27]([C:30](O)=[O:31])[CH2:26][CH2:25]2)=[N:13][CH:14]=[C:15]([C:17]2[O:18][C:19]([CH2:22][CH3:23])=[CH:20][N:21]=2)[CH:16]=1.CCN=C=N[CH2:38][CH2:39][CH2:40][N:41](C)C.[CH:44]1[CH:45]=CC2N(O)N=N[C:48]=2[CH:49]=1, predict the reaction product. The product is: [CH2:40]([NH:41][C:30]([CH:27]1[CH2:26][CH2:25][N:24]([C:12]2[C:11]([Cl:10])=[CH:16][C:15]([C:17]3[O:18][C:19]([CH2:22][CH3:23])=[CH:20][N:21]=3)=[CH:14][N:13]=2)[CH2:29][CH2:28]1)=[O:31])[C:39]1[CH:38]=[CH:48][CH:49]=[CH:44][CH:45]=1. (3) Given the reactants [C:1]([O:5][C:6](=[O:20])[N:7]([CH:9]([CH3:19])[CH2:10][C:11]1[CH:16]=[CH:15][C:14]([OH:17])=[C:13]([OH:18])[CH:12]=1)[CH3:8])([CH3:4])([CH3:3])[CH3:2].C([O-])([O-])=O.[K+].[K+].Br[CH:28](Br)[C:29]([O:31][CH2:32][CH3:33])=[O:30], predict the reaction product. The product is: [CH2:32]([O:31][C:29]([CH:28]1[O:17][C:14]2[CH:15]=[CH:16][C:11]([CH2:10][CH:9]([N:7]([C:6]([O:5][C:1]([CH3:4])([CH3:2])[CH3:3])=[O:20])[CH3:8])[CH3:19])=[CH:12][C:13]=2[O:18]1)=[O:30])[CH3:33]. (4) The product is: [CH2:14]1[C:22]2[C:17](=[CH:18][CH:19]=[CH:20][CH:21]=2)[CH2:16][N:15]1[C:6]([NH:8][C:32]1[CH:31]=[CH:30][C:29]([C:33]([O:35][CH3:36])=[O:34])=[N:25][CH:24]=1)=[O:7]. Given the reactants NC1C=CC([C:6]([NH:8]CCC)=[O:7])=CC=1.[CH2:14]1[C:22]2[C:17](=[CH:18][CH:19]=[CH:20][CH:21]=2)[CH2:16][NH:15]1.Cl.[CH2:24]1[C:32]2C(=C[C:29]([C:33]([O:35][CH3:36])=[O:34])=[CH:30][CH:31]=2)C[NH:25]1, predict the reaction product. (5) Given the reactants [CH3:1][O:2][C:3](=[O:24])[CH2:4][C:5]1[C:14]([CH3:15])=[C:13]([C:16]2[CH:21]=[CH:20][C:19]([NH2:22])=[CH:18][CH:17]=2)[C:12]2[C:7](=[CH:8][CH:9]=[C:10]([Cl:23])[CH:11]=2)[CH:6]=1.[C:25](Cl)(=[O:32])[C:26]1[CH:31]=[CH:30][CH:29]=[CH:28][CH:27]=1.C(N(C(C)C)CC)(C)C, predict the reaction product. The product is: [CH3:1][O:2][C:3](=[O:24])[CH2:4][C:5]1[C:14]([CH3:15])=[C:13]([C:16]2[CH:21]=[CH:20][C:19]([NH:22][C:25](=[O:32])[C:26]3[CH:31]=[CH:30][CH:29]=[CH:28][CH:27]=3)=[CH:18][CH:17]=2)[C:12]2[C:7](=[CH:8][CH:9]=[C:10]([Cl:23])[CH:11]=2)[CH:6]=1. (6) Given the reactants [CH3:1][C:2]1[C:7]2[C:8]([NH2:13])=[N:9][C:10]([NH2:12])=[N:11][C:6]=2[CH:5]=[CH:4][C:3]=1[CH2:14][NH:15][C:16]1[CH:21]=[C:20]([O:22][CH3:23])[C:19]([O:24][CH3:25])=[C:18]([O:26][CH3:27])[CH:17]=1.[CH2:28]([OH:30])C, predict the reaction product. The product is: [CH3:1][C:2]1[C:7]2[C:8]([NH2:13])=[N:9][C:10]([NH2:12])=[N:11][C:6]=2[CH:5]=[CH:4][C:3]=1[CH2:14][NH:15][C:16]1[CH:21]=[C:20]([O:22][CH3:23])[C:19]([O:24][CH3:25])=[C:18]([O:26][CH3:27])[CH:17]=1.[CH3:8][N:9]([CH:28]=[O:30])[CH3:10].